Dataset: Catalyst prediction with 721,799 reactions and 888 catalyst types from USPTO. Task: Predict which catalyst facilitates the given reaction. (1) Reactant: FC(F)(F)C(O)=O.[CH2:8]([NH:12][C:13]1[N:21]=[C:20]2[C:16]([N:17]=[C:18]([O:22][CH3:23])[NH:19]2)=[C:15]([NH2:24])[N:14]=1)[CH2:9][CH2:10][CH3:11].C(=O)([O-])[O-].[K+].[K+].CS(O[CH2:36][CH:37]1[CH2:42][CH2:41][O:40][C:39]([CH3:44])([CH3:43])[CH2:38]1)(=O)=O.[Br-].[Li+]. Product: [CH2:8]([NH:12][C:13]1[N:21]=[C:20]2[C:16]([N:17]=[C:18]([O:22][CH3:23])[N:19]2[CH2:36][CH:37]2[CH2:42][CH2:41][O:40][C:39]([CH3:44])([CH3:43])[CH2:38]2)=[C:15]([NH2:24])[N:14]=1)[CH2:9][CH2:10][CH3:11]. The catalyst class is: 3. (2) Reactant: [CH2:1]([C:3]1[C:4]([O:15]C)=[N:5][C:6]([CH3:14])=[C:7]([N:9]2[CH:13]=[CH:12][CH:11]=[CH:10]2)[CH:8]=1)[CH3:2].[I-].[Na+].C(#N)C.Cl[Si](C)(C)C. Product: [CH2:1]([C:3]1[C:4](=[O:15])[NH:5][C:6]([CH3:14])=[C:7]([N:9]2[CH:10]=[CH:11][CH:12]=[CH:13]2)[CH:8]=1)[CH3:2]. The catalyst class is: 6. (3) Reactant: [C:1]([C:4]1[CH:5]=[CH:6][C:7]([OH:26])=[C:8]([S:10]([N:13]([CH2:15][CH2:16][C:17]2[CH:22]=[CH:21][C:20]([CH:23]([CH3:25])[CH3:24])=[CH:19][CH:18]=2)[CH3:14])(=[O:12])=[O:11])[CH:9]=1)(=[NH:3])[NH2:2].C(N([CH2:32][CH3:33])CC)C.Cl[C:35]([O:37][CH2:38][CH:39]1[CH2:43][CH2:42][CH2:41][O:40]1)=[O:36].[OH2:44]. Product: [NH2:3][C:1](=[N:2][C:35]([O:37][CH2:38][CH:33]1[CH2:32][CH2:43][CH2:39][O:40]1)=[O:44])[C:4]1[CH:5]=[CH:6][C:7]([O:26][C:35]([O:37][CH2:38][CH:39]2[CH2:43][CH2:42][CH2:41][O:40]2)=[O:36])=[C:8]([S:10]([N:13]([CH2:15][CH2:16][C:17]2[CH:18]=[CH:19][C:20]([CH:23]([CH3:24])[CH3:25])=[CH:21][CH:22]=2)[CH3:14])(=[O:12])=[O:11])[CH:9]=1. The catalyst class is: 9. (4) Reactant: [NH2:1][C:2]1[CH:10]=[C:9]([Cl:11])[C:8]([C:12]([F:15])([F:14])[F:13])=[CH:7][C:3]=1[C:4](O)=[O:5].C(O)(=O)C.[CH:20](N)=[NH:21]. Product: [Cl:11][C:9]1[CH:10]=[C:2]2[C:3]([C:4]([OH:5])=[N:21][CH:20]=[N:1]2)=[CH:7][C:8]=1[C:12]([F:15])([F:14])[F:13]. The catalyst class is: 486. (5) Reactant: CS(O)(=O)=O.[NH2:6][CH2:7][C:8]1[CH:9]=[C:10]2[C:14](=[CH:15][CH:16]=1)[C:13](=[O:17])[N:12]([CH:18]1[CH2:23][CH2:22][C:21](=[O:24])[NH:20][C:19]1=[O:25])[CH2:11]2.[Cl:26][C:27]1[CH:28]=[C:29]([N:34]=[C:35]=[S:36])[CH:30]=[CH:31][C:32]=1[CH3:33].Cl. Product: [Cl:26][C:27]1[CH:28]=[C:29]([NH:34][C:35]([NH:6][CH2:7][C:8]2[CH:9]=[C:10]3[C:14](=[CH:15][CH:16]=2)[C:13](=[O:17])[N:12]([CH:18]2[CH2:23][CH2:22][C:21](=[O:24])[NH:20][C:19]2=[O:25])[CH2:11]3)=[S:36])[CH:30]=[CH:31][C:32]=1[CH3:33]. The catalyst class is: 10. (6) Reactant: [CH2:1]([CH:3]1[CH2:12][C:11]2[C:6](=[CH:7][C:8]([O:21][CH3:22])=[C:9]([O:13][CH2:14][C:15]3[CH:20]=[CH:19][CH:18]=[CH:17][CH:16]=3)[CH:10]=2)[CH2:5][NH:4]1)[CH3:2].CCN(C(C)C)C(C)C.[CH3:32][O:33][C:34]1[CH:35]=[C:36]([CH:39]=[CH:40][CH:41]=1)[CH2:37]Br.[Cl-].[NH4+]. Product: [CH2:1]([CH:3]1[CH2:12][CH:11]2[C:6](=[CH:7][C:8]([O:21][CH3:22])=[C:9]([O:13][CH2:14][C:15]3[CH:20]=[CH:19][CH:18]=[CH:17][CH:16]=3)[CH2:10]2)[CH2:5][N:4]1[CH2:37][C:36]1[CH:39]=[CH:40][CH:41]=[C:34]([O:33][CH3:32])[CH:35]=1)[CH3:2]. The catalyst class is: 18. (7) Reactant: [N:1]([CH2:4][C:5]1[CH:10]=[C:9]([OH:11])[C:8]([O:12][CH3:13])=[CH:7][N:6]=1)=[N+]=[N-].C1(P(C2C=CC=CC=2)C2C=CC=CC=2)C=CC=CC=1.O. Product: [NH2:1][CH2:4][C:5]1[CH:10]=[C:9]([OH:11])[C:8]([O:12][CH3:13])=[CH:7][N:6]=1. The catalyst class is: 7. (8) Reactant: [F:1][C:2]1[CH:21]=[CH:20][CH:19]=[CH:18][C:3]=1[CH2:4][N:5]1[C:9]2=[N:10][CH:11]=[CH:12][CH:13]=[C:8]2[C:7]([C:14](=[NH:17])OC)=[N:6]1.C(O)(=O)C.[Cl-].[NH4+:27]. Product: [F:1][C:2]1[CH:21]=[CH:20][CH:19]=[CH:18][C:3]=1[CH2:4][N:5]1[C:9]2=[N:10][CH:11]=[CH:12][CH:13]=[C:8]2[C:7]([C:14]([NH2:27])=[NH:17])=[N:6]1. The catalyst class is: 5.